This data is from HIV replication inhibition screening data with 41,000+ compounds from the AIDS Antiviral Screen. The task is: Binary Classification. Given a drug SMILES string, predict its activity (active/inactive) in a high-throughput screening assay against a specified biological target. The molecule is Cc1cccc(C=NNC(=S)NC(C)(C)C)n1. The result is 0 (inactive).